Predict the reaction yield, written as a fraction of the theoretical maximum amount of product (1.0 means a 100% yield; for example, 0.34 means a 34% yield). From a dataset of Reaction yield outcomes from USPTO patents with 853,638 reactions. (1) The yield is 0.424. The product is [F:1][C:2]1[CH:7]=[C:6]([F:8])[CH:5]=[CH:4][C:3]=1[C:9]([OH:34])([CH2:28][N:29]1[CH:33]=[N:32][N:31]=[N:30]1)[C:10]([F:11])([F:12])[C:13]1[CH:14]=[CH:15][C:16]([O:19][C:20]2[CH:21]=[CH:22][C:23]([F:35])=[CH:26][CH:27]=2)=[CH:17][N:18]=1. The reactants are [F:1][C:2]1[CH:7]=[C:6]([F:8])[CH:5]=[CH:4][C:3]=1[C:9]([OH:34])([CH2:28][N:29]1[CH:33]=[N:32][N:31]=[N:30]1)[C:10]([C:13]1[N:18]=[CH:17][C:16]([O:19][C:20]2[CH:27]=[CH:26][C:23](C#N)=[CH:22][CH:21]=2)=[CH:15][CH:14]=1)([F:12])[F:11].[F:35]C1C=CC(B(O)O)=CC=1. No catalyst specified. (2) The reactants are [N:1]1([CH2:15][C:16]2[N:17]=[C:18]3[CH:23]=[CH:22][CH:21]=[C:20]([N:24]4[CH2:29][CH2:28][CH:27]([CH2:30][NH:31]C(=O)OC(C)(C)C)[CH2:26][CH2:25]4)[N:19]3[CH:39]=2)[C@H:14]2[C@H:5]([CH2:6][CH2:7][C:8]3[C:13]2=[N:12][CH:11]=[CH:10][CH:9]=3)[CH2:4][CH2:3][CH2:2]1.FC(F)(F)C(O)=O. The catalyst is ClCCl. The product is [N:1]1([CH2:15][C:16]2[N:17]=[C:18]3[CH:23]=[CH:22][CH:21]=[C:20]([N:24]4[CH2:25][CH2:26][CH:27]([CH2:30][NH2:31])[CH2:28][CH2:29]4)[N:19]3[CH:39]=2)[C@H:14]2[C@H:5]([CH2:6][CH2:7][C:8]3[C:13]2=[N:12][CH:11]=[CH:10][CH:9]=3)[CH2:4][CH2:3][CH2:2]1. The yield is 0.920. (3) The reactants are [CH2:1]([OH:4])[CH2:2][OH:3].N1C=CN=C1.[C:10]([Si:14](Cl)([CH3:16])[CH3:15])([CH3:13])([CH3:12])[CH3:11]. The catalyst is CN(C)C=O. The product is [Si:14]([O:3][CH2:2][CH2:1][OH:4])([C:10]([CH3:13])([CH3:12])[CH3:11])([CH3:16])[CH3:15]. The yield is 0.568. (4) The reactants are Br[CH:2]([C:7]1[CH:12]=[C:11]([Cl:13])[CH:10]=[C:9]([Cl:14])[CH:8]=1)[C:3]([F:6])([F:5])[F:4].[CH:15]([C:17]1[CH:22]=[CH:21][C:20]([N:23]2[CH:27]=[N:26][CH:25]=[N:24]2)=[CH:19][CH:18]=1)=[CH2:16].N1C=CC=CC=1C1C=CC=CN=1. The catalyst is ClC1C=CC=CC=1Cl.Cl[Cu]. The product is [Cl:14][C:9]1[CH:8]=[C:7]([CH:2]([C:3]([F:6])([F:5])[F:4])/[CH:16]=[CH:15]/[C:17]2[CH:18]=[CH:19][C:20]([N:23]3[CH:27]=[N:26][CH:25]=[N:24]3)=[CH:21][CH:22]=2)[CH:12]=[C:11]([Cl:13])[CH:10]=1. The yield is 0.320. (5) The reactants are [NH2:1][C:2]1[CH:3]=[C:4]([C:8]2[C:12]([Br:13])=[CH:11][N:10]([CH3:14])[N:9]=2)[CH:5]=[CH:6][CH:7]=1.[CH3:15][O:16][C:17]1[CH:22]=[CH:21][CH:20]=[CH:19][C:18]=1[CH2:23][C:24](O)=[O:25].O.ON1C2C=CC=CC=2N=N1.F[P-](F)(F)(F)(F)F.N1(OC(N(C)C)=[N+](C)C)C2C=CC=CC=2N=N1.C(N(CC)C(C)C)(C)C. The catalyst is C(Cl)(Cl)Cl.[Cl-].[Na+].O. The product is [Br:13][C:12]1[C:8]([C:4]2[CH:3]=[C:2]([NH:1][C:24](=[O:25])[CH2:23][C:18]3[CH:19]=[CH:20][CH:21]=[CH:22][C:17]=3[O:16][CH3:15])[CH:7]=[CH:6][CH:5]=2)=[N:9][N:10]([CH3:14])[CH:11]=1. The yield is 0.380.